From a dataset of Full USPTO retrosynthesis dataset with 1.9M reactions from patents (1976-2016). Predict the reactants needed to synthesize the given product. Given the product [CH2:5]([O:4][CH2:3][CH2:2][N:16]1[CH:17]=[C:13]([I:12])[N:14]=[CH:15]1)[C:6]1[CH:11]=[CH:10][CH:9]=[CH:8][CH:7]=1.[CH2:5]([O:4][CH2:3][CH2:2][N:14]1[C:13]([I:12])=[CH:17][N:16]=[CH:15]1)[C:6]1[CH:11]=[CH:10][CH:9]=[CH:8][CH:7]=1, predict the reactants needed to synthesize it. The reactants are: Br[CH2:2][CH2:3][O:4][CH2:5][C:6]1[CH:11]=[CH:10][CH:9]=[CH:8][CH:7]=1.[I:12][C:13]1[N:14]=[CH:15][NH:16][CH:17]=1.C1(C)C=CC=CC=1.[OH-].[Na+].